Task: Predict the product of the given reaction.. Dataset: Forward reaction prediction with 1.9M reactions from USPTO patents (1976-2016) (1) Given the reactants C(=O)([O-])[O-].[K+].[K+].[NH:7]1[CH2:12][CH2:11][CH2:10][CH:9]([CH2:13][NH:14][C:15]([C:17]2[S:21][C:20]([C:22]3[CH:27]=[CH:26][C:25]([Cl:28])=[CH:24][CH:23]=3)=[N:19][C:18]=2[CH3:29])=[O:16])[CH2:8]1.F[C:31]1[CH:38]=[CH:37][CH:36]=[CH:35][C:32]=1[CH:33]=[O:34].C(=O)(O)[O-].[Na+], predict the reaction product. The product is: [CH:33]([C:32]1[CH:35]=[CH:36][CH:37]=[CH:38][C:31]=1[N:7]1[CH2:12][CH2:11][CH2:10][CH:9]([CH2:13][NH:14][C:15]([C:17]2[S:21][C:20]([C:22]3[CH:23]=[CH:24][C:25]([Cl:28])=[CH:26][CH:27]=3)=[N:19][C:18]=2[CH3:29])=[O:16])[CH2:8]1)=[O:34]. (2) Given the reactants Br[CH2:2][C:3]1[N:7]([CH3:8])[N:6]([C:9]2[CH:14]=[CH:13][C:12]([O:15][C:16]([F:19])([F:18])[F:17])=[CH:11][CH:10]=2)[C:5](=[O:20])[C:4]=1[Cl:21].C(OC([N:29]1[CH2:34][CH:33]=[C:32]([C:35]2[CH:40]=[C:39]([Cl:41])[CH:38]=[CH:37][C:36]=2[CH3:42])[CH2:31][CH2:30]1)=O)(C)(C)C.C(=O)([O-])[O-].[K+].[K+], predict the reaction product. The product is: [Cl:21][C:4]1[C:5](=[O:20])[N:6]([C:9]2[CH:14]=[CH:13][C:12]([O:15][C:16]([F:19])([F:18])[F:17])=[CH:11][CH:10]=2)[N:7]([CH3:8])[C:3]=1[CH2:2][N:29]1[CH2:30][CH:31]=[C:32]([C:35]2[CH:40]=[C:39]([Cl:41])[CH:38]=[CH:37][C:36]=2[CH3:42])[CH2:33][CH2:34]1.